Dataset: Forward reaction prediction with 1.9M reactions from USPTO patents (1976-2016). Task: Predict the product of the given reaction. (1) The product is: [I:12][C:3]1[CH:4]=[C:5]([S:8]([CH3:11])(=[O:10])=[O:9])[CH:6]=[CH:7][C:2]=1[CH2:23][CH2:17][CH3:18]. Given the reactants F[C:2]1[CH:7]=[CH:6][C:5]([S:8]([CH3:11])(=[O:10])=[O:9])=[CH:4][C:3]=1[I:12].CS([C:17]1[CH:18]=CC(CCC)=C([CH:23]=1)N)(=O)=O, predict the reaction product. (2) Given the reactants [Cl:1][C:2]1[C:3](=[O:10])[N:4]([CH3:9])[N:5]=[CH:6][C:7]=1Cl.Cl.[CH:12]1([N:16]2[CH2:22][CH2:21][C:20]3[CH:23]=[C:24]([OH:27])[CH:25]=[CH:26][C:19]=3[CH2:18][CH2:17]2)[CH2:15][CH2:14][CH2:13]1.C(=O)([O-])[O-].[K+].[K+], predict the reaction product. The product is: [Cl:1][C:2]1[C:3](=[O:10])[N:4]([CH3:9])[N:5]=[CH:6][C:7]=1[O:27][C:24]1[CH:25]=[CH:26][C:19]2[CH2:18][CH2:17][N:16]([CH:12]3[CH2:13][CH2:14][CH2:15]3)[CH2:22][CH2:21][C:20]=2[CH:23]=1. (3) Given the reactants [CH3:1][O:2][C:3]1[CH:11]=[C:10]2[C:6]([C:7]([C:12](=[O:14])[CH3:13])=[CH:8][NH:9]2)=[CH:5][CH:4]=1.C(C1C2C(=CC=C(OC(F)(F)F)C=2)N([CH2:32][C:33]([OH:35])=[O:34])C=1)(=O)C, predict the reaction product. The product is: [C:12]([C:7]1[C:6]2[C:10](=[CH:11][C:3]([O:2][CH3:1])=[CH:4][CH:5]=2)[N:9]([CH2:32][C:33]([OH:35])=[O:34])[CH:8]=1)(=[O:14])[CH3:13]. (4) Given the reactants [CH2:1]([N:4]([S:27]([CH2:30][C:31]1[CH:36]=[CH:35][CH:34]=[CH:33][CH:32]=1)(=[O:29])=[O:28])[C:5]([CH:7]1[CH2:12][CH2:11][N:10]([C:13]2[NH:18][C:17](=[O:19])[C:16]([C:20]([O:22][CH2:23][CH3:24])=[O:21])=[CH:15][C:14]=2[C:25]#[N:26])[CH2:9][CH2:8]1)=[O:6])[CH:2]=[CH2:3].FS([C:41]([F:46])([F:45])C(O)=O)(=O)=O, predict the reaction product. The product is: [CH2:1]([N:4]([S:27]([CH2:30][C:31]1[CH:32]=[CH:33][CH:34]=[CH:35][CH:36]=1)(=[O:29])=[O:28])[C:5]([CH:7]1[CH2:12][CH2:11][N:10]([C:13]2[C:14]([C:25]#[N:26])=[CH:15][C:16]([C:20]([O:22][CH2:23][CH3:24])=[O:21])=[C:17]([O:19][CH:41]([F:46])[F:45])[N:18]=2)[CH2:9][CH2:8]1)=[O:6])[CH:2]=[CH2:3]. (5) Given the reactants [Cl:1][C:2]1[CH:3]=[C:4](/[CH:21]=[CH:22]/[C:23]([O:25][CH2:26][CH3:27])=[O:24])[CH:5]=[CH:6][C:7]=1[CH2:8][CH:9]1[CH2:13][CH2:12][N:11]([CH:14]2[CH2:19][CH2:18][CH2:17][CH2:16][CH2:15]2)[C:10]1=[O:20], predict the reaction product. The product is: [Cl:1][C:2]1[CH:3]=[C:4]([CH2:21][CH2:22][C:23]([O:25][CH2:26][CH3:27])=[O:24])[CH:5]=[CH:6][C:7]=1[CH2:8][CH:9]1[CH2:13][CH2:12][N:11]([CH:14]2[CH2:19][CH2:18][CH2:17][CH2:16][CH2:15]2)[C:10]1=[O:20]. (6) Given the reactants [C:1]([C:3]1[CH:8]=[CH:7][C:6]([CH2:9][C@:10]([NH:24][C:25]([NH:27][CH2:28][CH:29](OC)OC)=O)([CH3:23])[C:11]([NH:13][C:14]2[CH:19]=[C:18]([Cl:20])[C:17]([F:21])=[C:16]([Cl:22])[CH:15]=2)=[O:12])=[CH:5][CH:4]=1)#[N:2].C1C=CC(P(C2C=CC=CC=2)C2C=CC=CC=2)=CC=1.CCN(CC)CC.C(Cl)(Cl)(Cl)Cl.O.C1(C)C=CC(S(O)(=O)=O)=CC=1.CCCCCCC.C(OC(C)C)(=O)C, predict the reaction product. The product is: [Cl:22][C:16]1[CH:15]=[C:14]([N:13]2[C:11](=[O:12])[C@:10]([CH2:9][C:6]3[CH:7]=[CH:8][C:3]([C:1]#[N:2])=[CH:4][CH:5]=3)([CH3:23])[N:24]3[CH:29]=[CH:28][N:27]=[C:25]23)[CH:19]=[C:18]([Cl:20])[C:17]=1[F:21]. (7) Given the reactants [CH2:1]=[CH:2][CH2:3][CH2:4][CH2:5][CH2:6][CH2:7][CH3:8].[OH:9]O, predict the reaction product. The product is: [O:9]1[CH:2]([CH2:3][CH2:4][CH2:5][CH2:6][CH2:7][CH3:8])[CH2:1]1.